From a dataset of Catalyst prediction with 721,799 reactions and 888 catalyst types from USPTO. Predict which catalyst facilitates the given reaction. (1) Reactant: [OH-].[Na+].C[O:4][C:5](=[O:33])[CH2:6][C:7]1[C:15]2[C:10](=[N:11][C:12]([Cl:16])=[CH:13][CH:14]=2)[N:9]([CH2:17][C:18]2[CH:23]=[CH:22][C:21]([S:24]([CH3:27])(=[O:26])=[O:25])=[CH:20][C:19]=2[C:28]([F:31])([F:30])[F:29])[C:8]=1[CH3:32]. Product: [Cl:16][C:12]1[N:11]=[C:10]2[N:9]([CH2:17][C:18]3[CH:23]=[CH:22][C:21]([S:24]([CH3:27])(=[O:26])=[O:25])=[CH:20][C:19]=3[C:28]([F:29])([F:31])[F:30])[C:8]([CH3:32])=[C:7]([CH2:6][C:5]([OH:33])=[O:4])[C:15]2=[CH:14][CH:13]=1. The catalyst class is: 36. (2) Reactant: [CH3:1][N:2]1[CH2:17][CH2:16][C:5]2[NH:6][C:7]3[CH:8]=[CH:9][C:10]([C:13]([OH:15])=[O:14])=[CH:11][C:12]=3[C:4]=2[CH2:3]1.[CH:18]([C:20]1[CH:21]=[CH:22][C:23]([CH2:26][OH:27])=[N:24][CH:25]=1)=[CH2:19].[OH-].[K+]. Product: [OH:27][CH2:26][C:23]1[N:24]=[CH:25][C:20]([CH2:18][CH2:19][N:6]2[C:7]3[CH:8]=[CH:9][C:10]([C:13]([OH:15])=[O:14])=[CH:11][C:12]=3[C:4]3[CH2:3][N:2]([CH3:1])[CH2:17][CH2:16][C:5]2=3)=[CH:21][CH:22]=1. The catalyst class is: 37. (3) Reactant: [CH2:1]([N:3]=[C:4]=[S:5])[CH3:2].[NH2:6][C:7]1[CH:12]=[CH:11][CH:10]=[CH:9][CH:8]=1.O. Product: [CH2:1]([NH:3][C:4]([NH:6][C:7]1[CH:12]=[CH:11][CH:10]=[CH:9][CH:8]=1)=[S:5])[CH3:2]. The catalyst class is: 10. (4) Reactant: CC(C)([O-])C.[K+].[Cl-].[CH3:8][O:9][CH2:10][P+](C1C=CC=CC=1)(C1C=CC=CC=1)C1C=CC=CC=1.O=[C:31]1[CH:36]2[CH2:37][CH2:38][CH:32]1[CH2:33][N:34]([C:39]([O:41][C:42]([CH3:45])([CH3:44])[CH3:43])=[O:40])[CH2:35]2. Product: [CH3:8][O:9][CH:10]=[C:31]1[CH:36]2[CH2:37][CH2:38][CH:32]1[CH2:33][N:34]([C:39]([O:41][C:42]([CH3:45])([CH3:44])[CH3:43])=[O:40])[CH2:35]2. The catalyst class is: 1.